Dataset: Reaction yield outcomes from USPTO patents with 853,638 reactions. Task: Predict the reaction yield, written as a fraction of the theoretical maximum amount of product (1.0 means a 100% yield; for example, 0.34 means a 34% yield). The reactants are C[O:2][C:3]1[CH:4]=[C:5]([C:11]([CH3:15])([CH3:14])[CH2:12][OH:13])[CH:6]=[C:7]([O:9]C)[CH:8]=1. The catalyst is ClCCl. The product is [OH:13][CH2:12][C:11]([C:5]1[CH:4]=[C:3]([OH:2])[CH:8]=[C:7]([OH:9])[CH:6]=1)([CH3:15])[CH3:14]. The yield is 0.480.